Regression. Given two drug SMILES strings and cell line genomic features, predict the synergy score measuring deviation from expected non-interaction effect. From a dataset of NCI-60 drug combinations with 297,098 pairs across 59 cell lines. Drug 1: CC1CCC2CC(C(=CC=CC=CC(CC(C(=O)C(C(C(=CC(C(=O)CC(OC(=O)C3CCCCN3C(=O)C(=O)C1(O2)O)C(C)CC4CCC(C(C4)OC)O)C)C)O)OC)C)C)C)OC. Drug 2: C1C(C(OC1N2C=NC(=NC2=O)N)CO)O. Cell line: 786-0. Synergy scores: CSS=10.0, Synergy_ZIP=-3.88, Synergy_Bliss=2.11, Synergy_Loewe=-3.53, Synergy_HSA=-0.389.